Dataset: Full USPTO retrosynthesis dataset with 1.9M reactions from patents (1976-2016). Task: Predict the reactants needed to synthesize the given product. Given the product [NH2:1][CH:4]1[CH2:10][CH:9]([CH3:11])[CH2:8][N:7]([S:12]([C:15]2[CH:20]=[CH:19][CH:18]=[CH:17][N:16]=2)(=[O:14])=[O:13])[CH2:6][CH:5]1[OH:21], predict the reactants needed to synthesize it. The reactants are: [N:1]([CH:4]1[CH2:10][CH:9]([CH3:11])[CH2:8][N:7]([S:12]([C:15]2[CH:20]=[CH:19][CH:18]=[CH:17][N:16]=2)(=[O:14])=[O:13])[CH2:6][CH:5]1[OH:21])=[N+]=[N-].C1C=CC(P(C2C=CC=CC=2)C2C=CC=CC=2)=CC=1.